From a dataset of CYP2C9 inhibition data for predicting drug metabolism from PubChem BioAssay. Regression/Classification. Given a drug SMILES string, predict its absorption, distribution, metabolism, or excretion properties. Task type varies by dataset: regression for continuous measurements (e.g., permeability, clearance, half-life) or binary classification for categorical outcomes (e.g., BBB penetration, CYP inhibition). Dataset: cyp2c9_veith. (1) The compound is NC(=O)N1c2ccccc2C=Cc2ccccc21. The result is 0 (non-inhibitor). (2) The compound is COC(=O)CN(c1ccc(OC)cc1)S(=O)(=O)c1c(C)noc1C. The result is 1 (inhibitor). (3) The compound is CCOC(=O)N/N=C1/C[C@@H](O)[C@@H](O)[C@@H]2[C@@H]3C(=O)N(Cc4ccc5c(c4)OCO5)C(=O)[C@H]3CC[C@@H]12. The result is 0 (non-inhibitor). (4) The compound is CN1CCN(C(=O)O[C@@H]2c3nccnc3C(=O)N2c2ccc(Cl)cn2)CC1. The result is 0 (non-inhibitor). (5) The drug is CNS(=O)(=O)c1cnccc1N1CCN(c2ccc(Cl)c(C(F)(F)F)c2)CC1. The result is 1 (inhibitor). (6) The molecule is COc1ccccc1OCCCOc1ccc([N+](=O)[O-])cc1Cl. The result is 1 (inhibitor). (7) The molecule is CN1CCC[C@@H]1c1cccnc1.O=C(O)c1ccccc1O.O=C([OH2+])c1ccccc1O.O=C([OH2+])c1ccccc1O.[Mn]. The result is 0 (non-inhibitor).